From a dataset of Reaction yield outcomes from USPTO patents with 853,638 reactions. Predict the reaction yield, written as a fraction of the theoretical maximum amount of product (1.0 means a 100% yield; for example, 0.34 means a 34% yield). (1) The reactants are Br[C:2]1[C:3]([N:27]2[CH2:32][CH2:31][CH2:30][C@@H:29]([NH:33][C:34]([O:36][C:37]([CH3:40])([CH3:39])[CH3:38])=[O:35])[CH2:28]2)=[C:4]2[C:10]([NH:11][C:12](=[O:19])[C:13]3[CH:18]=[CH:17][CH:16]=[N:15][CH:14]=3)=[CH:9][N:8]([C:20]([O:22][C:23]([CH3:26])([CH3:25])[CH3:24])=[O:21])[C:5]2=[N:6][CH:7]=1.[CH:41]1(B(O)O)[CH2:43][CH2:42]1.[O-]P([O-])([O-])=O.[K+].[K+].[K+].C1(P(C2CCCCC2)C2CCCCC2)CCCCC1. The catalyst is C1(C)C=CC=CC=1.O.CC([O-])=O.CC([O-])=O.[Pd+2]. The product is [C:37]([O:36][C:34]([NH:33][C@@H:29]1[CH2:30][CH2:31][CH2:32][N:27]([C:3]2[C:2]([CH:41]3[CH2:43][CH2:42]3)=[CH:7][N:6]=[C:5]3[N:8]([C:20]([O:22][C:23]([CH3:26])([CH3:25])[CH3:24])=[O:21])[CH:9]=[C:10]([NH:11][C:12](=[O:19])[C:13]4[CH:18]=[CH:17][CH:16]=[N:15][CH:14]=4)[C:4]=23)[CH2:28]1)=[O:35])([CH3:40])([CH3:39])[CH3:38]. The yield is 0.510. (2) The reactants are Cl[C:2]1[N:7]=[C:6]([C:8]2[S:12][C:11]([N:13]3[CH2:17][CH2:16][CH2:15][CH2:14]3)=[N:10][C:9]=2[C:18]2[CH:19]=[C:20]([NH:24][S:25]([C:28]3[C:33]([F:34])=[CH:32][CH:31]=[CH:30][C:29]=3[F:35])(=[O:27])=[O:26])[CH:21]=[CH:22][CH:23]=2)[CH:5]=[CH:4][N:3]=1.[F:36][C:37]1[CH:38]=[C:39]([NH2:52])[CH:40]=[CH:41][C:42]=1[N:43]1[CH2:48][CH2:47][N:46]([CH2:49][CH2:50][F:51])[CH2:45][CH2:44]1.CC1C=CC(S(O)(=O)=O)=CC=1. The catalyst is FC(F)(F)CO. The product is [F:35][C:29]1[CH:30]=[CH:31][CH:32]=[C:33]([F:34])[C:28]=1[S:25]([NH:24][C:20]1[CH:21]=[CH:22][CH:23]=[C:18]([C:9]2[N:10]=[C:11]([N:13]3[CH2:17][CH2:16][CH2:15][CH2:14]3)[S:12][C:8]=2[C:6]2[CH:5]=[CH:4][N:3]=[C:2]([NH:52][C:39]3[CH:40]=[CH:41][C:42]([N:43]4[CH2:48][CH2:47][N:46]([CH2:49][CH2:50][F:51])[CH2:45][CH2:44]4)=[C:37]([F:36])[CH:38]=3)[N:7]=2)[CH:19]=1)(=[O:27])=[O:26]. The yield is 0.550.